From a dataset of Full USPTO retrosynthesis dataset with 1.9M reactions from patents (1976-2016). Predict the reactants needed to synthesize the given product. (1) Given the product [NH2:10][C:6]1[CH:7]=[CH:8][CH:9]=[C:2]([Cl:1])[C:3]=1[CH:4]=[O:5], predict the reactants needed to synthesize it. The reactants are: [Cl:1][C:2]1[CH:9]=[CH:8][CH:7]=[C:6]([N+:10]([O-])=O)[C:3]=1[CH:4]=[O:5].CC(O)=O.Cl. (2) Given the product [CH3:24][O:25][C:26]([C:28]1([C:31]2([OH:32])[O:18][N:17]=[C:9]([C:6]3[CH:5]=[CH:4][C:3]([O:2][CH3:1])=[CH:8][CH:7]=3)[CH:10]2[C:11]2[CH:12]=[CH:13][CH:14]=[CH:15][CH:16]=2)[CH2:30][CH2:29]1)=[O:27], predict the reactants needed to synthesize it. The reactants are: [CH3:1][O:2][C:3]1[CH:8]=[CH:7][C:6]([C:9](=[N:17][OH:18])[CH2:10][C:11]2[CH:16]=[CH:15][CH:14]=[CH:13][CH:12]=2)=[CH:5][CH:4]=1.C([Li])CCC.[CH3:24][O:25][C:26]([C:28]1([C:31](OC)=[O:32])[CH2:30][CH2:29]1)=[O:27].C(O)(=O)C. (3) Given the product [Cl:11][C:12]1[CH:13]=[CH:14][C:15]([OH:20])=[C:16]([C:17]2[NH:1][N:2]=[C:3]([C:5]3[CH:10]=[CH:9][CH:8]=[CH:7][N:6]=3)[N:4]=2)[CH:19]=1, predict the reactants needed to synthesize it. The reactants are: [NH2:1][NH:2][C:3]([C:5]1[CH:10]=[CH:9][CH:8]=[CH:7][N:6]=1)=[NH:4].[Cl:11][C:12]1[CH:13]=[CH:14][C:15]([OH:20])=[C:16]([CH:19]=1)[CH:17]=O. (4) Given the product [F:1][C:2]1[CH:23]=[CH:22][C:5]([O:6][C:7]2[CH:8]=[C:9]([S:13]([CH2:16][CH2:17][CH2:18][C:19]([OH:20])=[O:41])(=[O:15])=[O:14])[CH:10]=[CH:11][CH:12]=2)=[CH:4][C:3]=1[C:24]1[C:33]2[C:28](=[C:29]([C:34]([F:35])([F:37])[F:36])[CH:30]=[CH:31][CH:32]=2)[N:27]=[CH:26][N:25]=1, predict the reactants needed to synthesize it. The reactants are: [F:1][C:2]1[CH:23]=[CH:22][C:5]([O:6][C:7]2[CH:8]=[C:9]([S:13]([CH2:16][CH2:17][CH2:18][C:19](N)=[O:20])(=[O:15])=[O:14])[CH:10]=[CH:11][CH:12]=2)=[CH:4][C:3]=1[C:24]1[C:33]2[C:28](=[C:29]([C:34]([F:37])([F:36])[F:35])[CH:30]=[CH:31][CH:32]=2)[N:27]=[CH:26][N:25]=1.Cl.C(O)(=[O:41])C. (5) Given the product [OH:47][C:45]1[C:44]2[C:39](=[C:40]([C:55]3[CH:60]=[CH:59][CH:58]=[CH:57][CH:56]=3)[CH:41]=[CH:42][CH:43]=2)[N:38]=[C:37]([C:35]([OH:36])=[O:34])[CH:46]=1, predict the reactants needed to synthesize it. The reactants are: COC(=O)C(NC1C=C(Cl)C=C(Cl)C=1OCC1C=CC=CC=1)=CC([O-])=O.C([O:34][C:35]([C:37]1[CH:46]=[C:45]([O:47]CC2C=CC=CC=2)[C:44]2[C:39](=[C:40]([C:55]3[CH:60]=[CH:59][CH:58]=[CH:57][CH:56]=3)[CH:41]=[CH:42][CH:43]=2)[N:38]=1)=[O:36])C1C=CC=CC=1. (6) Given the product [Br:16][C:17]1[C:18]2[C@@H:19]3[CH2:30][CH2:29][N:28]([C:31]([O:33][C:34]([CH3:37])([CH3:36])[CH3:35])=[O:32])[CH2:27][CH2:26][C@@H:20]3[N:21]([C:6]([O:5][C:2]([CH3:4])([CH3:3])[CH3:1])=[O:7])[C:22]=2[CH:23]=[CH:24][CH:25]=1, predict the reactants needed to synthesize it. The reactants are: [CH3:1][C:2]([O:5][C:6](O[C:6]([O:5][C:2]([CH3:4])([CH3:3])[CH3:1])=[O:7])=[O:7])([CH3:4])[CH3:3].[Br:16][C:17]1[C:18]2[C@@H:19]3[CH2:30][CH2:29][N:28]([C:31]([O:33][C:34]([CH3:37])([CH3:36])[CH3:35])=[O:32])[CH2:27][CH2:26][C@@H:20]3[NH:21][C:22]=2[CH:23]=[CH:24][CH:25]=1.[OH-].[Na+].